Dataset: Catalyst prediction with 721,799 reactions and 888 catalyst types from USPTO. Task: Predict which catalyst facilitates the given reaction. (1) The catalyst class is: 12. Product: [C:1]([NH:7][NH:8][C:10]([NH:11][C@H:12]([C:16]([O:18][CH3:19])=[O:17])[CH:13]([CH3:14])[CH3:15])=[O:9])(=[O:6])[CH2:2][CH2:3][CH:4]=[CH2:5]. Reactant: [C:1]([NH:7][NH2:8])(=[O:6])[CH2:2][CH2:3][CH:4]=[CH2:5].[O:9]=[C:10]=[N:11][C@H:12]([C:16]([O:18][CH3:19])=[O:17])[CH:13]([CH3:15])[CH3:14]. (2) Reactant: C([O:5][C:6](=[O:36])[C:7]([CH3:35])([S:9][C:10]1[S:11][CH:12]=[C:13]([CH2:15][CH2:16][NH:17][C:18]2[N:23]=[CH:22][C:21]([C:24]3[CH:29]=[CH:28][C:27]([O:30][C:31]([F:34])([F:33])[F:32])=[CH:26][CH:25]=3)=[CH:20][N:19]=2)[N:14]=1)[CH3:8])(C)(C)C.FC(F)(F)C(O)=O. Product: [CH3:35][C:7]([S:9][C:10]1[S:11][CH:12]=[C:13]([CH2:15][CH2:16][NH:17][C:18]2[N:23]=[CH:22][C:21]([C:24]3[CH:25]=[CH:26][C:27]([O:30][C:31]([F:34])([F:32])[F:33])=[CH:28][CH:29]=3)=[CH:20][N:19]=2)[N:14]=1)([CH3:8])[C:6]([OH:36])=[O:5]. The catalyst class is: 4. (3) Reactant: [NH2:1][C:2]1[CH:11]=[CH:10][CH:9]=[C:8]2[C:3]=1[CH:4]=[CH:5][C:6]([CH3:12])=[N:7]2.[F:13][C:14]1[C:15]([O:23][CH3:24])=[C:16]([CH:19]=[C:20]([F:22])[CH:21]=1)[CH:17]=O.C(O)(=O)C. Product: [F:13][C:14]1[C:15]([O:23][CH3:24])=[C:16]([CH:17]=[N:1][C:2]2[C:3]3[CH:4]=[CH:5][C:6]([CH3:12])=[N:7][C:8]=3[CH:9]=[CH:10][CH:11]=2)[CH:19]=[C:20]([F:22])[CH:21]=1. The catalyst class is: 11. (4) Reactant: [CH3:1][O:2][C:3]1[CH:12]=[C:11]2[C:6]([C:7]([S:13][C:14]3[CH:19]=[CH:18][C:17]([NH:20][C:21]4[C:30]5[C:25](=[CH:26][CH:27]=[CH:28][CH:29]=5)[C:24]([C:31]5[CH2:36][CH2:35][N:34](C(OC(C)(C)C)=O)[CH2:33][CH:32]=5)=[N:23][N:22]=4)=[CH:16][CH:15]=3)=[CH:8][CH:9]=[N:10]2)=[N:5][CH:4]=1.C(O)(C(F)(F)F)=O. Product: [CH3:1][O:2][C:3]1[CH:12]=[C:11]2[C:6]([C:7]([S:13][C:14]3[CH:15]=[CH:16][C:17]([NH:20][C:21]4[C:30]5[C:25](=[CH:26][CH:27]=[CH:28][CH:29]=5)[C:24]([C:31]5[CH2:36][CH2:35][NH:34][CH2:33][CH:32]=5)=[N:23][N:22]=4)=[CH:18][CH:19]=3)=[CH:8][CH:9]=[N:10]2)=[N:5][CH:4]=1. The catalyst class is: 2. (5) Reactant: C([O-])(=O)C.[Na+].[CH3:6][O:7][C:8]1[CH:13]=[C:12]([F:14])[CH:11]=[CH:10][N:9]=1.[Br:15]Br.[OH-].[Na+]. Product: [Br:15][C:11]1[C:12]([F:14])=[CH:13][C:8]([O:7][CH3:6])=[N:9][CH:10]=1. The catalyst class is: 238. (6) Reactant: [N:1]([CH2:4][CH:5]1[CH2:9][CH2:8][C:7](=[O:10])[N:6]1[CH2:11][C:12]([O:14]C)=O)=[N+]=[N-]. Product: [CH2:4]1[NH:1][C:12](=[O:14])[CH2:11][N:6]2[C:7](=[O:10])[CH2:8][CH2:9][CH:5]12. The catalyst class is: 19. (7) Reactant: [Na].[N+:2]([C:5]1[NH:6][CH:7]=[CH:8][N:9]=1)([O-:4])=[O:3].[CH2:10](Br)[C:11]([C:13]1[CH:18]=C[CH:16]=[CH:15][CH:14]=1)=[O:12].C[N:21](C)C=O. Product: [N+:2]([C:5]1[N:6]([CH2:10][C:11]([C:13]2[CH:18]=[N:21][CH:16]=[CH:15][CH:14]=2)=[O:12])[CH:7]=[CH:8][N:9]=1)([O-:4])=[O:3]. The catalyst class is: 459. (8) Reactant: C([O:3][C:4]([C:6]1[CH:7]=[CH:8][C:9]2[N:10]([CH:12]=[C:13]([C:15]([NH:17][C:18]3[CH:23]=[CH:22][CH:21]=[CH:20][CH:19]=3)=[O:16])[N:14]=2)[CH:11]=1)=[CH2:5])C.[ClH:24]. Product: [ClH:24].[C:4]([C:6]1[CH:7]=[CH:8][C:9]2[N:10]([CH:12]=[C:13]([C:15]([NH:17][C:18]3[CH:23]=[CH:22][CH:21]=[CH:20][CH:19]=3)=[O:16])[N:14]=2)[CH:11]=1)(=[O:3])[CH3:5]. The catalyst class is: 4. (9) Reactant: [NH2:1][C:2]1[CH:3]=[CH:4][C:5]([CH3:20])=[C:6]([NH:8][C:9]([C:11]2[N:15]3[CH:16]=[CH:17][CH:18]=[CH:19][C:14]3=[N:13][CH:12]=2)=[O:10])[CH:7]=1.CC([O-])=O.[K+].Br[C:27]#[N:28]. Product: [NH:1]([C:2]1[CH:3]=[CH:4][C:5]([CH3:20])=[C:6]([NH:8][C:9]([C:11]2[N:15]3[CH:16]=[CH:17][CH:18]=[CH:19][C:14]3=[N:13][CH:12]=2)=[O:10])[CH:7]=1)[C:27]#[N:28]. The catalyst class is: 5.